Dataset: Forward reaction prediction with 1.9M reactions from USPTO patents (1976-2016). Task: Predict the product of the given reaction. (1) Given the reactants Cl.Cl.[CH2:3]([CH:10]1[C:15]2[N:16]=[CH:17][NH:18][C:14]=2[CH2:13][CH2:12][NH:11]1)[C:4]1[CH:9]=[CH:8][CH:7]=[CH:6][CH:5]=1.C([O-])([O-])=O.[K+].[K+].Cl[C:26]([O:28][CH2:29][CH:30]=[CH2:31])=[O:27].[OH-].[Na+].Cl, predict the reaction product. The product is: [CH2:3]([CH:10]1[C:15]2[N:16]=[CH:17][NH:18][C:14]=2[CH2:13][CH2:12][N:11]1[C:26]([O:28][CH2:29][CH:30]=[CH2:31])=[O:27])[C:4]1[CH:5]=[CH:6][CH:7]=[CH:8][CH:9]=1. (2) Given the reactants Cl.[NH2:2][CH2:3][CH2:4][CH2:5][NH:6][C:7](=[O:11])[C:8]([CH3:10])=[CH2:9].[C:12]([C:20]1[CH:28]=[CH:27][C:23]([C:24](Cl)=[O:25])=[CH:22][CH:21]=1)(=[O:19])[C:13]1[CH:18]=[CH:17][CH:16]=[CH:15][CH:14]=1.C1C2NC3C(=CC=CC=3)SC=2C=CC=1.C(N(CC)CC)C, predict the reaction product. The product is: [C:7]([NH:6][CH2:5][CH2:4][CH2:3][NH:2][C:24](=[O:25])[C:23]1[CH:22]=[CH:21][C:20]([C:12](=[O:19])[C:13]2[CH:18]=[CH:17][CH:16]=[CH:15][CH:14]=2)=[CH:28][CH:27]=1)(=[O:11])[C:8]([CH3:10])=[CH2:9]. (3) Given the reactants [F:1][C:2]1[CH:7]=[CH:6][C:5]([SH:8])=[CH:4][CH:3]=1.Cl[CH2:10][C@@H:11]([OH:18])[CH2:12][C:13]([O:15]CC)=[O:14], predict the reaction product. The product is: [F:1][C:2]1[CH:7]=[CH:6][C:5]([S:8][CH2:10][C@@H:11]([OH:18])[CH2:12][C:13]([OH:15])=[O:14])=[CH:4][CH:3]=1. (4) Given the reactants [CH3:1][C:2]1[N:7]=[CH:6][C:5]([CH:8]=[O:9])=[CH:4][CH:3]=1.[CH2:10]([Mg]Br)[CH:11]=[CH2:12], predict the reaction product. The product is: [CH3:1][C:2]1[N:7]=[CH:6][C:5]([CH:8]([OH:9])[CH2:12][CH:11]=[CH2:10])=[CH:4][CH:3]=1. (5) Given the reactants [CH3:1][N:2]([CH3:20])[P:3]([O:8][C:9]1[CH:10]=[C:11]([CH:17]=[CH:18][CH:19]=1)[C:12]([O:14][CH2:15][CH3:16])=[O:13])([N:5]([CH3:7])[CH3:6])=[O:4].[I:21]I, predict the reaction product. The product is: [CH3:20][N:2]([CH3:1])[P:3]([O:8][C:9]1[C:10]([I:21])=[C:11]([CH:17]=[CH:18][CH:19]=1)[C:12]([O:14][CH2:15][CH3:16])=[O:13])([N:5]([CH3:6])[CH3:7])=[O:4]. (6) The product is: [CH2:29]([C:16]1[N:17]=[N:18][C:19]([O:21][CH:22]2[CH2:23][CH2:24][N:25]([CH3:28])[CH2:26][CH2:27]2)=[CH:20][C:15]=1[C:12]1[CH:13]=[CH:14][C:9]([OH:8])=[C:10]([O:33][CH3:34])[CH:11]=1)[CH2:30][CH2:31][CH3:32]. Given the reactants C([O:8][C:9]1[CH:14]=[CH:13][C:12]([C:15]2[CH:20]=[C:19]([O:21][CH:22]3[CH2:27][CH2:26][N:25]([CH3:28])[CH2:24][CH2:23]3)[N:18]=[N:17][C:16]=2[CH2:29][CH2:30][CH2:31][CH3:32])=[CH:11][C:10]=1[O:33][CH3:34])C1C=CC=CC=1, predict the reaction product. (7) Given the reactants [CH2:1]([O:3][C:4]1[C:5]([NH2:17])=[N:6][CH:7]=[C:8]([O:10][C:11]2[CH:12]=[N:13][CH:14]=[CH:15][CH:16]=2)[CH:9]=1)[CH3:2].Br[C:19]1[CH:24]=[CH:23][CH:22]=[C:21]([CH3:25])[N:20]=1.CC(C)([O-])C.[Na+].C1C=CC(P(C2C(C3C(P(C4C=CC=CC=4)C4C=CC=CC=4)=CC=C4C=3C=CC=C4)=C3C(C=CC=C3)=CC=2)C2C=CC=CC=2)=CC=1, predict the reaction product. The product is: [CH2:1]([O:3][C:4]1[C:5]([NH:17][C:19]2[CH:24]=[CH:23][CH:22]=[C:21]([CH3:25])[N:20]=2)=[N:6][CH:7]=[C:8]([O:10][C:11]2[CH:12]=[N:13][CH:14]=[CH:15][CH:16]=2)[CH:9]=1)[CH3:2].